Dataset: Forward reaction prediction with 1.9M reactions from USPTO patents (1976-2016). Task: Predict the product of the given reaction. (1) Given the reactants Cl[C:2]1[CH:3]=[C:4]2[C:9](=[N:10][CH:11]=1)[NH:8][C:7](=[O:12])[C:6]1[CH:13]=[CH:14][CH:15]=[CH:16][C:5]2=1.F[C:18]1[CH:25]=[CH:24][C:21]([CH2:22][NH2:23])=[CH:20][CH:19]=1.C1(P(C2CCCCC2)C2C=CC=CC=2C2C(C(C)C)=CC(C(C)C)=CC=2C(C)C)CCCCC1.C[C:61](C)([O-:63])C.[Na+], predict the reaction product. The product is: [CH3:61][O:63][C:24]1[CH:25]=[CH:18][CH:19]=[CH:20][C:21]=1[CH2:22][NH:23][C:2]1[CH:3]=[C:4]2[C:9](=[N:10][CH:11]=1)[NH:8][C:7](=[O:12])[C:6]1[CH:13]=[CH:14][CH:15]=[CH:16][C:5]2=1. (2) Given the reactants [Br:1][C:2]1[CH:3]=[C:4]([CH:9]=[C:10]([CH:12]=[O:13])[CH:11]=1)[C:5]([O:7][CH3:8])=[O:6].[F-].[K+].[F:16][C:17]([Si](C)(C)C)([F:19])[F:18], predict the reaction product. The product is: [Br:1][C:2]1[CH:3]=[C:4]([CH:9]=[C:10]([CH:12]([OH:13])[C:17]([F:19])([F:18])[F:16])[CH:11]=1)[C:5]([O:7][CH3:8])=[O:6]. (3) The product is: [NH2:8][CH:9]1[CH2:13][CH2:12][N:11]([S:14]([C:17]2[C:18]3[C:19]([Br:28])=[CH:20][N:21]=[C:22]([NH2:36])[C:23]=3[CH:24]=[CH:25][CH:26]=2)(=[O:16])=[O:15])[CH2:10]1.[ClH:27]. Given the reactants C(OC([NH:8][CH:9]1[CH2:13][CH2:12][N:11]([S:14]([C:17]2[C:18]3[C:19]([Br:28])=[CH:20][N:21]=[C:22]([Cl:27])[C:23]=3[CH:24]=[CH:25][CH:26]=2)(=[O:16])=[O:15])[CH2:10]1)=O)(C)(C)C.C(OC([NH:36]C1CCNC1)=O)(C)(C)C.C(OC(N([C@H]1CCNC1)C)=O)(C)(C)C, predict the reaction product. (4) Given the reactants [Br:1][C:2]1[C:3]2[N:4]([C:11]([CH3:14])=[CH:12][N:13]=2)[CH:5]=[C:6]([C:8]([O-])=[O:9])[N:7]=1.[NH3:15], predict the reaction product. The product is: [Br:1][C:2]1[C:3]2[N:4]([C:11]([CH3:14])=[CH:12][N:13]=2)[CH:5]=[C:6]([C:8]([NH2:15])=[O:9])[N:7]=1.